From a dataset of Catalyst prediction with 721,799 reactions and 888 catalyst types from USPTO. Predict which catalyst facilitates the given reaction. (1) Reactant: [F:1][C:2]([F:15])([F:14])[S:3]([O:6]S(C(F)(F)F)(=O)=O)(=[O:5])=[O:4].[C:16]1([CH:22]2[CH2:27][CH2:26][C:25](=O)[CH2:24][CH2:23]2)[CH:21]=[CH:20][CH:19]=[CH:18][CH:17]=1.C(C1C=C(C)C=C(C(C)(C)C)N=1)(C)(C)C. Product: [F:1][C:2]([F:15])([F:14])[S:3]([O:6][C:25]1[CH2:26][CH2:27][CH:22]([C:16]2[CH:17]=[CH:18][CH:19]=[CH:20][CH:21]=2)[CH2:23][CH:24]=1)(=[O:5])=[O:4]. The catalyst class is: 4. (2) Reactant: Br[CH:2]([C:9]1[CH:14]=[CH:13][CH:12]=[CH:11][CH:10]=1)[C:3]1[CH:8]=[CH:7][CH:6]=[CH:5][CH:4]=1.C(=O)([O-])[O-].[K+].[K+].[OH:21][C:22]1[CH:29]=[CH:28][C:25]([CH:26]=[O:27])=[CH:24][CH:23]=1. Product: [C:3]1([CH:2]([C:9]2[CH:14]=[CH:13][CH:12]=[CH:11][CH:10]=2)[O:21][C:22]2[CH:29]=[CH:28][C:25]([CH:26]=[O:27])=[CH:24][CH:23]=2)[CH:8]=[CH:7][CH:6]=[CH:5][CH:4]=1. The catalyst class is: 9. (3) Reactant: C([O:5][C:6]([C:8]1[C:16]2[C:11](=[CH:12][C:13]([C:17]3(O)[CH2:22][CH2:21][O:20][CH2:19][CH2:18]3)=[CH:14][CH:15]=2)[NH:10][N:9]=1)=[O:7])(C)(C)C.C([SiH](CC)CC)C.ClCCl. Product: [O:20]1[CH2:21][CH2:22][CH:17]([C:13]2[CH:12]=[C:11]3[C:16]([C:8]([C:6]([OH:7])=[O:5])=[N:9][NH:10]3)=[CH:15][CH:14]=2)[CH2:18][CH2:19]1. The catalyst class is: 55. (4) Reactant: Cl.Cl.[CH3:3][C:4]1[C:9]([O:10][C:11]2[C:16]([S:17][C:18]3[CH:23]=[CH:22][N:21]=[C:20]4[CH:24]=[CH:25][S:26][C:19]=34)=[CH:15][N:14]=[C:13]([NH:27][C:28]3[S:29][CH:30]=[C:31]([CH:33]4[CH2:38][CH2:37][NH:36][CH2:35][CH2:34]4)[N:32]=3)[CH:12]=2)=[CH:8][CH:7]=[CH:6][N:5]=1.C(N(CC)CC)C.[C:46](OC(=O)C)(=[O:48])[CH3:47].C(=O)(O)[O-].[Na+]. The catalyst class is: 4. Product: [CH3:3][C:4]1[C:9]([O:10][C:11]2[C:16]([S:17][C:18]3[CH:23]=[CH:22][N:21]=[C:20]4[CH:24]=[CH:25][S:26][C:19]=34)=[CH:15][N:14]=[C:13]([NH:27][C:28]3[S:29][CH:30]=[C:31]([CH:33]4[CH2:38][CH2:37][N:36]([C:46](=[O:48])[CH3:47])[CH2:35][CH2:34]4)[N:32]=3)[CH:12]=2)=[CH:8][CH:7]=[CH:6][N:5]=1.